The task is: Regression. Given a peptide amino acid sequence and an MHC pseudo amino acid sequence, predict their binding affinity value. This is MHC class I binding data.. This data is from Peptide-MHC class I binding affinity with 185,985 pairs from IEDB/IMGT. (1) The binding affinity (normalized) is 0.270. The peptide sequence is LKNYMQLGK. The MHC is Mamu-B8301 with pseudo-sequence Mamu-B8301. (2) The peptide sequence is YRTAVCGLY. The MHC is HLA-A02:03 with pseudo-sequence HLA-A02:03. The binding affinity (normalized) is 0.0847. (3) The peptide sequence is AEMKTDAA. The MHC is HLA-B45:01 with pseudo-sequence HLA-B45:01. The binding affinity (normalized) is 0.643. (4) The peptide sequence is DTGCRIDGY. The MHC is HLA-B08:02 with pseudo-sequence HLA-B08:02. The binding affinity (normalized) is 0.0847. (5) The peptide sequence is FPGTGSEFV. The MHC is HLA-B35:01 with pseudo-sequence HLA-B35:01. The binding affinity (normalized) is 0.476.